This data is from Reaction yield outcomes from USPTO patents with 853,638 reactions. The task is: Predict the reaction yield, written as a fraction of the theoretical maximum amount of product (1.0 means a 100% yield; for example, 0.34 means a 34% yield). The reactants are [CH3:1][O:2][C:3](=[O:12])[C:4]1[CH:9]=[C:8]([OH:10])[CH:7]=[C:6]([OH:11])[CH:5]=1.[H-].[Na+].[CH2:15](Br)[CH:16]=[CH2:17].[NH4+].[Cl-]. The catalyst is CN(C=O)C. The product is [CH3:1][O:2][C:3](=[O:12])[C:4]1[CH:5]=[C:6]([OH:11])[CH:7]=[C:8]([O:10][CH2:17][CH:16]=[CH2:15])[CH:9]=1. The yield is 0.330.